This data is from Full USPTO retrosynthesis dataset with 1.9M reactions from patents (1976-2016). The task is: Predict the reactants needed to synthesize the given product. Given the product [CH3:1][C:2]1[C:7]([C:19]#[N:20])=[N:6][C:5]([C:9]2[N:14]=[CH:13][CH:12]=[CH:11][N:10]=2)=[CH:4][CH:3]=1, predict the reactants needed to synthesize it. The reactants are: [CH3:1][C:2]1[CH:3]=[CH:4][C:5]([C:9]2[N:14]=[CH:13][CH:12]=[CH:11][N:10]=2)=[N+:6]([O-])[CH:7]=1.C[Si]([C:19]#[N:20])(C)C.CN(C)C(Cl)=O.C(Cl)Cl.CO.